This data is from Catalyst prediction with 721,799 reactions and 888 catalyst types from USPTO. The task is: Predict which catalyst facilitates the given reaction. (1) Reactant: C(O[CH:5]([C:8]1[C:9]([F:14])=[N:10][CH:11]=[CH:12][CH:13]=1)[CH2:6][CH3:7])(=O)C.[H][H]. Product: [CH2:5]([C:8]1[C:9]([F:14])=[N:10][CH:11]=[CH:12][CH:13]=1)[CH2:6][CH3:7]. The catalyst class is: 29. (2) Reactant: C1([O:6][C:7](=[O:39])[C@@H:8]([NH:15][C:16]([NH:18][CH2:19][C:20]2[CH:25]=[CH:24][CH:23]=[C:22]([NH:26][C:27](=[O:38])[CH2:28][CH2:29][CH2:30][CH2:31][CH2:32][CH2:33][C:34](=[O:37])[NH:35][OH:36])[CH:21]=2)=[O:17])[C:9]2[CH:14]=[CH:13][CH:12]=[CH:11][CH:10]=2)CCCC1.[OH-].[Na+]. The catalyst class is: 1. Product: [OH:36][NH:35][C:34]([CH2:33][CH2:32][CH2:31][CH2:30][CH2:29][CH2:28][C:27]([NH:26][C:22]1[CH:21]=[C:20]([CH:25]=[CH:24][CH:23]=1)[CH2:19][NH:18][C:16](=[O:17])[NH:15][C@@H:8]([C:9]1[CH:14]=[CH:13][CH:12]=[CH:11][CH:10]=1)[C:7]([OH:39])=[O:6])=[O:38])=[O:37]. (3) Reactant: [NH2:1][C:2]1[CH:3]=[C:4]2[C:8](=[CH:9][CH:10]=1)[N:7]([CH2:11][C:12]1[CH:17]=[CH:16][N:15]=[CH:14][CH:13]=1)[CH:6]=[CH:5]2.Cl[C:19](OC1C=CC=CC=1)=[O:20].C(N(CC)CC)C.[CH3:35][O:36][C:37]1[CH:38]=[C:39]2[C:43](=[CH:44][C:45]=1[C:46]([F:49])([F:48])[F:47])[NH:42][CH2:41][CH2:40]2. Product: [N:15]1[CH:16]=[CH:17][C:12]([CH2:11][N:7]2[C:8]3[C:4](=[CH:3][C:2]([NH:1][C:19]([N:42]4[C:43]5[C:39](=[CH:38][C:37]([O:36][CH3:35])=[C:45]([C:46]([F:49])([F:47])[F:48])[CH:44]=5)[CH2:40][CH2:41]4)=[O:20])=[CH:10][CH:9]=3)[CH:5]=[CH:6]2)=[CH:13][CH:14]=1. The catalyst class is: 4. (4) Reactant: [CH2:1]([N:8]1[C:13](=[O:14])[C:12]2[C:15]3[CH2:21][CH2:20][CH2:19][CH2:18][C:16]=3[S:17][C:11]=2[N:10]=[C:9]1[C:22]1[CH:27]=[C:26]([O:28][CH3:29])[C:25]([O:30][CH3:31])=[C:24]([O:32][CH3:33])[CH:23]=1)[C:2]1[CH:7]=[CH:6][CH:5]=[CH:4][CH:3]=1.C1C=C[NH+]=CC=1.[O-:40][Cr](Cl)(=O)=O. Product: [CH2:1]([N:8]1[C:13](=[O:14])[C:12]2[C:15]3[CH2:21][CH2:20][CH2:19][C:18](=[O:40])[C:16]=3[S:17][C:11]=2[N:10]=[C:9]1[C:22]1[CH:23]=[C:24]([O:32][CH3:33])[C:25]([O:30][CH3:31])=[C:26]([O:28][CH3:29])[CH:27]=1)[C:2]1[CH:3]=[CH:4][CH:5]=[CH:6][CH:7]=1. The catalyst class is: 4.